From a dataset of Catalyst prediction with 721,799 reactions and 888 catalyst types from USPTO. Predict which catalyst facilitates the given reaction. Reactant: [CH3:1][NH2:2].CO[C:5](=[N:10][CH:11](C)[C:12]([O-:14])=O)[CH2:6][CH2:7][CH2:8][CH3:9]. Product: [CH2:6]([C:5]1[N:2]([CH3:1])[C:12](=[O:14])[CH2:11][N:10]=1)[CH2:7][CH2:8][CH3:9]. The catalyst class is: 36.